This data is from Retrosynthesis with 50K atom-mapped reactions and 10 reaction types from USPTO. The task is: Predict the reactants needed to synthesize the given product. (1) Given the product NC(=O)c1cnn(CC2CCNCC2)c1, predict the reactants needed to synthesize it. The reactants are: CC(C)(C)OC(=O)N1CCC(Cn2cc(C(N)=O)cn2)CC1. (2) Given the product COc1cc(OC)c2c(=O)[nH]c(-c3ccc(OCCNC(C)C)c(-c4ccc(S(C)(=O)=O)cc4)n3)nc2c1, predict the reactants needed to synthesize it. The reactants are: CC(C)N.COc1cc(OC)c2c(=O)[nH]c(-c3ccc(OCCBr)c(-c4ccc(S(C)(=O)=O)cc4)n3)nc2c1. (3) Given the product O=C(O)c1cccc(-c2nc([C@H]3CCCCN3C(=O)COc3ccccc3)cs2)c1, predict the reactants needed to synthesize it. The reactants are: COC(=O)c1cccc(-c2nc([C@H]3CCCCN3C(=O)COc3ccccc3)cs2)c1.